From a dataset of NCI-60 drug combinations with 297,098 pairs across 59 cell lines. Regression. Given two drug SMILES strings and cell line genomic features, predict the synergy score measuring deviation from expected non-interaction effect. (1) Drug 1: C1C(C(OC1N2C=C(C(=O)NC2=O)F)CO)O. Drug 2: CC1=C(C(=O)C2=C(C1=O)N3CC4C(C3(C2COC(=O)N)OC)N4)N. Cell line: SK-MEL-5. Synergy scores: CSS=43.1, Synergy_ZIP=0.575, Synergy_Bliss=2.66, Synergy_Loewe=-1.48, Synergy_HSA=3.11. (2) Drug 1: CNC(=O)C1=NC=CC(=C1)OC2=CC=C(C=C2)NC(=O)NC3=CC(=C(C=C3)Cl)C(F)(F)F. Drug 2: CS(=O)(=O)OCCCCOS(=O)(=O)C. Cell line: NCI-H522. Synergy scores: CSS=7.20, Synergy_ZIP=-4.80, Synergy_Bliss=-2.90, Synergy_Loewe=-3.18, Synergy_HSA=-2.28. (3) Drug 1: CS(=O)(=O)C1=CC(=C(C=C1)C(=O)NC2=CC(=C(C=C2)Cl)C3=CC=CC=N3)Cl. Cell line: IGROV1. Drug 2: CC1=CC2C(CCC3(C2CCC3(C(=O)C)OC(=O)C)C)C4(C1=CC(=O)CC4)C. Synergy scores: CSS=5.29, Synergy_ZIP=0.361, Synergy_Bliss=6.27, Synergy_Loewe=3.57, Synergy_HSA=4.63. (4) Drug 1: C1=NNC2=C1C(=O)NC=N2. Drug 2: COC1=C2C(=CC3=C1OC=C3)C=CC(=O)O2. Cell line: MDA-MB-231. Synergy scores: CSS=1.30, Synergy_ZIP=1.52, Synergy_Bliss=4.20, Synergy_Loewe=-0.0930, Synergy_HSA=0.257. (5) Drug 1: CC1=C(C(=O)C2=C(C1=O)N3CC4C(C3(C2COC(=O)N)OC)N4)N. Drug 2: C(CN)CNCCSP(=O)(O)O. Cell line: DU-145. Synergy scores: CSS=62.9, Synergy_ZIP=-1.84, Synergy_Bliss=-2.53, Synergy_Loewe=-61.4, Synergy_HSA=-1.73. (6) Drug 1: CC1C(C(CC(O1)OC2CC(CC3=C2C(=C4C(=C3O)C(=O)C5=C(C4=O)C(=CC=C5)OC)O)(C(=O)C)O)N)O.Cl. Drug 2: C1CN(P(=O)(OC1)NCCCl)CCCl. Cell line: NCI-H322M. Synergy scores: CSS=2.42, Synergy_ZIP=-0.549, Synergy_Bliss=-1.82, Synergy_Loewe=-8.01, Synergy_HSA=-2.51. (7) Drug 1: C1CC(=O)NC(=O)C1N2CC3=C(C2=O)C=CC=C3N. Drug 2: COC1=C(C=C2C(=C1)N=CN=C2NC3=CC(=C(C=C3)F)Cl)OCCCN4CCOCC4. Cell line: NCIH23. Synergy scores: CSS=6.52, Synergy_ZIP=-5.55, Synergy_Bliss=-7.81, Synergy_Loewe=-12.5, Synergy_HSA=-5.27. (8) Synergy scores: CSS=47.2, Synergy_ZIP=-1.34, Synergy_Bliss=0.0227, Synergy_Loewe=-1.78, Synergy_HSA=2.35. Drug 1: CC1C(C(CC(O1)OC2CC(CC3=C2C(=C4C(=C3O)C(=O)C5=C(C4=O)C(=CC=C5)OC)O)(C(=O)CO)O)N)O.Cl. Drug 2: CN(CCCl)CCCl.Cl. Cell line: A549. (9) Drug 1: C1=CC=C(C=C1)NC(=O)CCCCCCC(=O)NO. Drug 2: CC(C)NC(=O)C1=CC=C(C=C1)CNNC.Cl. Cell line: HL-60(TB). Synergy scores: CSS=15.7, Synergy_ZIP=-0.826, Synergy_Bliss=0.933, Synergy_Loewe=-31.1, Synergy_HSA=1.76. (10) Drug 1: CCN(CC)CCNC(=O)C1=C(NC(=C1C)C=C2C3=C(C=CC(=C3)F)NC2=O)C. Drug 2: CCCCC(=O)OCC(=O)C1(CC(C2=C(C1)C(=C3C(=C2O)C(=O)C4=C(C3=O)C=CC=C4OC)O)OC5CC(C(C(O5)C)O)NC(=O)C(F)(F)F)O. Cell line: HCC-2998. Synergy scores: CSS=66.0, Synergy_ZIP=-6.37, Synergy_Bliss=-13.4, Synergy_Loewe=-7.29, Synergy_HSA=-5.96.